Task: Regression. Given two drug SMILES strings and cell line genomic features, predict the synergy score measuring deviation from expected non-interaction effect.. Dataset: NCI-60 drug combinations with 297,098 pairs across 59 cell lines Cell line: HT29. Drug 1: CNC(=O)C1=NC=CC(=C1)OC2=CC=C(C=C2)NC(=O)NC3=CC(=C(C=C3)Cl)C(F)(F)F. Drug 2: CCC1=C2N=C(C=C(N2N=C1)NCC3=C[N+](=CC=C3)[O-])N4CCCCC4CCO. Synergy scores: CSS=74.1, Synergy_ZIP=0.0163, Synergy_Bliss=-0.604, Synergy_Loewe=-5.02, Synergy_HSA=1.89.